Dataset: Full USPTO retrosynthesis dataset with 1.9M reactions from patents (1976-2016). Task: Predict the reactants needed to synthesize the given product. (1) Given the product [C:1]([NH:8][CH2:9][C:10]1[CH:15]=[CH:14][C:13](/[CH:16]=[CH:17]/[C:18]([NH:20][CH:21]([C:26]2[CH:31]=[CH:30][CH:29]=[C:28]([C:32]([F:33])([F:34])[F:35])[CH:27]=2)[C:22]([F:23])([F:24])[F:25])=[O:19])=[CH:12][C:11]=1[C:36]([F:37])([F:38])[F:39])(=[O:5])[CH:2]([CH3:4])[CH3:3], predict the reactants needed to synthesize it. The reactants are: [C:1](Cl)(=[O:5])[CH:2]([CH3:4])[CH3:3].Cl.[NH2:8][CH2:9][C:10]1[CH:15]=[CH:14][C:13](/[CH:16]=[CH:17]/[C:18]([NH:20][CH:21]([C:26]2[CH:31]=[CH:30][CH:29]=[C:28]([C:32]([F:35])([F:34])[F:33])[CH:27]=2)[C:22]([F:25])([F:24])[F:23])=[O:19])=[CH:12][C:11]=1[C:36]([F:39])([F:38])[F:37].CCN(C(C)C)C(C)C. (2) Given the product [O:1]=[CH:2][C@@H:3]([C@H:5]([C@@H:7]([C@@H:20]([CH2:22][OH:23])[OH:21])[OH:8])[OH:6])[OH:4], predict the reactants needed to synthesize it. The reactants are: [OH:1][CH:2]1[O:21][C@H:20]([CH2:22][OH:23])[C@@H:7]([O:8][C@@H]2O[C@H](CO)[C@H](O)[C@H](O)[C@H]2O)[C@H:5]([OH:6])[C@H:3]1[OH:4]. (3) The reactants are: [Cl:1][C:2]1[CH:3]=[C:4]([C:10]2([C:25]([F:28])([F:27])[F:26])[O:14][N:13]=[C:12]([C:15]3[CH:23]=[CH:22][C:18]([C:19]([OH:21])=O)=[C:17]([CH3:24])[CH:16]=3)[CH2:11]2)[CH:5]=[C:6]([Cl:9])[C:7]=1[Cl:8].CCN(C(C)C)C(C)C.CN(C(ON1N=NC2C=CC=NC1=2)=[N+](C)C)C.F[P-](F)(F)(F)(F)F.Cl.[NH2:63][CH2:64][C:65]1[CH:66]=[CH:67][C:68]2[C:72]([CH2:75][F:76])([CH2:73][F:74])[O:71][B:70]([OH:77])[C:69]=2[CH:78]=1. Given the product [F:76][CH2:75][C:72]1([CH2:73][F:74])[O:71][B:70]([OH:77])[C:69]2[CH:78]=[C:65]([CH2:64][NH:63][C:19](=[O:21])[C:18]3[CH:22]=[CH:23][C:15]([C:12]4[CH2:11][C:10]([C:4]5[CH:5]=[C:6]([Cl:9])[C:7]([Cl:8])=[C:2]([Cl:1])[CH:3]=5)([C:25]([F:27])([F:26])[F:28])[O:14][N:13]=4)=[CH:16][C:17]=3[CH3:24])[CH:66]=[CH:67][C:68]1=2, predict the reactants needed to synthesize it. (4) Given the product [N:28]1[CH:27]=[CH:26][CH:25]=[N:24][C:23]=1[NH:22][CH2:21][CH2:20][CH2:55][CH2:54][NH:51][C:17]([C@@H:9]([NH:8][C:1]([CH2:66][CH2:67][CH2:68][C:69]([OH:71])=[O:70])=[O:3])[CH2:10][C:11]1[CH:12]=[CH:13][CH:14]=[CH:15][CH:16]=1)=[O:19], predict the reactants needed to synthesize it. The reactants are: [C:1]([NH:8][C@H:9]([C:17]([OH:19])=O)[CH2:10][C:11]1[CH:16]=[CH:15][CH:14]=[CH:13][CH:12]=1)([O:3]C(C)(C)C)=O.[CH3:20][CH2:21][N:22]=[C:23]=[N:24][CH2:25][CH2:26][CH2:27][N:28](C)C.Cl.Cl.C(NCCCCN)(OCC1C=CC=CC=1)=O.C([N:51]([CH2:54][CH3:55])CC)C.C(N(C(C)C)CC)(C)C.C1(=O)[O:71][C:69](=[O:70])[CH2:68][CH2:67][CH2:66]1. (5) Given the product [CH3:30][C:16]1([CH3:31])[CH2:17][N:18]([C:22]2[CH:27]=[CH:26][CH:25]=[C:24]([F:28])[C:23]=2[CH3:29])[C:19](=[O:21])[CH2:20][NH:15]1, predict the reactants needed to synthesize it. The reactants are: FC(F)(F)C(O)=O.C(OC([N:15]1[CH2:20][C:19](=[O:21])[N:18]([C:22]2[CH:27]=[CH:26][CH:25]=[C:24]([F:28])[C:23]=2[CH3:29])[CH2:17][C:16]1([CH3:31])[CH3:30])=O)(C)(C)C. (6) Given the product [CH3:1][O:2][C:3](=[O:15])[C:4]1[CH:9]=[CH:8][C:7]([C:10]([F:13])([F:12])[F:11])=[C:6]([N:14]2[C:31]3[C:30](=[CH:29][CH:34]=[CH:33][CH:32]=3)[CH:35]=[CH:36]2)[CH:5]=1, predict the reactants needed to synthesize it. The reactants are: [CH3:1][O:2][C:3](=[O:15])[C:4]1[CH:9]=[CH:8][C:7]([C:10]([F:13])([F:12])[F:11])=[C:6]([NH2:14])[CH:5]=1.C([O-])([O-])=O.[K+].[K+].CNCCNC.Br[C:29]1[CH:34]=[CH:33][CH:32]=[CH:31][C:30]=1[CH:35]=[CH:36]Br. (7) Given the product [Cl:8][C:9]1[C:15]([O:16][CH2:17][C:18]#[CH:19])=[CH:14][C:12]([NH:13][C:5](=[O:7])[CH:4]=[N:3][O:2][CH3:1])=[C:11]([F:20])[CH:10]=1, predict the reactants needed to synthesize it. The reactants are: [CH3:1][O:2][N:3]=[CH:4][C:5]([O-:7])=O.[Cl:8][C:9]1[C:15]([O:16][CH2:17][C:18]#[CH:19])=[CH:14][C:12]([NH2:13])=[C:11]([F:20])[CH:10]=1.P(Cl)(Cl)Cl.O.C(=O)(O)[O-].[Na+]. (8) Given the product [F:22][C:21]([F:24])([F:23])[C:20]([NH:19][CH2:16]/[CH:17]=[CH:18]/[C:2]1[CH:7]=[CH:6][CH:5]=[C:4]([S:8][CH2:9][CH2:10][CH2:11][CH2:12][CH2:13][O:14][CH3:15])[CH:3]=1)=[O:25], predict the reactants needed to synthesize it. The reactants are: Br[C:2]1[CH:3]=[C:4]([S:8][CH2:9][CH2:10][CH2:11][CH2:12][CH2:13][O:14][CH3:15])[CH:5]=[CH:6][CH:7]=1.[CH2:16]([NH:19][C:20](=[O:25])[C:21]([F:24])([F:23])[F:22])[CH:17]=[CH2:18].